From a dataset of Peptide-MHC class I binding affinity with 185,985 pairs from IEDB/IMGT. Regression. Given a peptide amino acid sequence and an MHC pseudo amino acid sequence, predict their binding affinity value. This is MHC class I binding data. (1) The peptide sequence is TLTRGQNTV. The MHC is HLA-A02:19 with pseudo-sequence HLA-A02:19. The binding affinity (normalized) is 0.545. (2) The peptide sequence is LPPEKCDTL. The MHC is HLA-B51:01 with pseudo-sequence HLA-B51:01. The binding affinity (normalized) is 0.173. (3) The peptide sequence is RPQASQVYM. The MHC is H-2-Ld with pseudo-sequence H-2-Ld. The binding affinity (normalized) is 0.878. (4) The peptide sequence is QTEPKTSVV. The MHC is HLA-B27:03 with pseudo-sequence HLA-B27:03. The binding affinity (normalized) is 0.0847. (5) The peptide sequence is QREPWDEWVV. The MHC is Mamu-B08 with pseudo-sequence Mamu-B08. The binding affinity (normalized) is 0.356.